Dataset: Antibody developability classification from SAbDab with 2,409 antibodies. Task: Regression/Classification. Given an antibody's heavy chain and light chain sequences, predict its developability. TAP uses regression for 5 developability metrics; SAbDab uses binary classification. (1) Result: 0 (not developable). The antibody is ['1tjg', 'PROT_09A57F9F']. (2) The antibody is ['EVQLQQSGPELVKPGTSVKMSCKASGYTFTDYYMHWVKQSHGKSLEWIGYIYPNNGGNGYNQKFKGKATLTVDKSSSTAYMELRSLTSEDSAVYYCARRGGYGSRGYFDVWGTGTTVTVSS', 'DIVLTQSPASLAVSLGQRATISCRASESVDSYGISFMHWYQQKPGQPPKLLIYRASNLESGIPARFSGSGSRTDFTLTIIPVEADDVATYYCQQSNEDPRTFGGGTKLEIK']. Result: 0 (not developable). (3) The antibody is ['EVKLEESGGGLVQPGGSMKLSCAASGFTFSDAWMDWVRQSPEKGLEWVAEIRNKVNNHATNYAESVKGRFTISRDDSRSVVYLQMNNLKPEDTGIYYCTGLTFDYWGQGTTLTVSS', 'DIVLTQSPASLAVSLGQRATISCRASESVDNYGISSMNWFQQKAGQPPKFLIYAASKQGSGVPARFSGSGSGTDFSLIIHPVEEDDTAVYFCQQSKGVPYTFGGGTKLEIK']. Result: 0 (not developable). (4) Result: 0 (not developable). The antibody is ['QLQMQESGPGLVKPSETLSLSCTVSGDSIRGGEWGDKDYHWGWVRHSAGKGLEWIGSIHWRGTTHYKESLRRRVSMSIDTSRNWFSLRLASVTAADTAVYFCARHRHHDVFMLVPIAGWFDVWGPGVQVTVSS', 'EIVMTQSPDTLSVSPGETVTLSCRASQNINKNLAWYQYKPGQSPRLVIFETYSKIAAFPARFVASGSGTEFTLTINNMQSEDVAVYYCQQYEEWPRTFGQGTKVDIK']. (5) The antibody is ['QVQLQESGGGLVQPGGSMKLSCVASGFTFSNYWMNWVRQSPEKGLEWVAEIRLKSNNYATHYAESVKGRFTISRDDSKSSVYLQMNNLRAEDTGIYYCTGVGQFAYWGQGTTVTVSS', 'DIVVTQESALTTSPGETVTLTCRSSTGAVTTSNYANWVQEKPDHLFTGLIGGTNNRAPGVPARFSGSLIGDKAALTITGAQTEDEAIYFCALWYSNHWVFGGGTKLTVL']. Result: 0 (not developable). (6) The antibody is ['DVQLQESGPSLVKPSQTLSLTCSVTGDSFTSDYWSWIRKFPGNRLEYMGYVSYSGSTYYNPSLKSRISITRDTSKNQYYLDLNSVTTEDTATYYCANWDGDYWGQGTLVTVSA', 'PROT_5A288C7C']. Result: 1 (developable). (7) The antibody is ['QVQLKESGPGLVAPSQSLSITCTVSGFLLISNGVHWVRQPPGKGLEWLGVIWAGGNTNYNSALMSRVSISKDNSKSQVFLKMKSLQTDDTAMYYCARDFYDYDVFYYAMDYWGQGTSVTVSS', 'QAVVTQESALTTSPGETVTLTCRSSTGAVTTSNYANWVQEKPDHLFTGLIGGTNNRAPGVPARFSGSLIGDKAALTITGAQTEDEAIYFCALWYSNHWVFGGGTKLTVL']. Result: 0 (not developable).